The task is: Predict the reaction yield, written as a fraction of the theoretical maximum amount of product (1.0 means a 100% yield; for example, 0.34 means a 34% yield).. This data is from Reaction yield outcomes from USPTO patents with 853,638 reactions. The reactants are Br[C:2]1[CH:3]=[CH:4][C:5]2[N:6]([C:15]3[CH:32]=[CH:31][C:30]4[C:29]5[C:24](=[CH:25][CH:26]=[CH:27][CH:28]=5)[C:23]5[C:18](=[CH:19][CH:20]=[CH:21][CH:22]=5)[C:17]=4[CH:16]=3)[C:7]3[C:12]([C:13]=2[CH:14]=1)=[CH:11][CH:10]=[CH:9][CH:8]=3.[B:33]1([B:33]2[O:37][C:36]([CH3:39])([CH3:38])[C:35]([CH3:41])([CH3:40])[O:34]2)[O:37][C:36]([CH3:39])([CH3:38])[C:35]([CH3:41])([CH3:40])[O:34]1.CC([O-])=O.[K+].C(Cl)Cl. The catalyst is O1CCOCC1. The product is [CH3:40][C:35]1([CH3:41])[C:36]([CH3:39])([CH3:38])[O:37][B:33]([C:2]2[CH:3]=[CH:4][C:5]3[N:6]([C:15]4[CH:32]=[CH:31][C:30]5[C:29]6[C:24](=[CH:25][CH:26]=[CH:27][CH:28]=6)[C:23]6[C:18](=[CH:19][CH:20]=[CH:21][CH:22]=6)[C:17]=5[CH:16]=4)[C:7]4[C:12]([C:13]=3[CH:14]=2)=[CH:11][CH:10]=[CH:9][CH:8]=4)[O:34]1. The yield is 0.610.